Dataset: Full USPTO retrosynthesis dataset with 1.9M reactions from patents (1976-2016). Task: Predict the reactants needed to synthesize the given product. (1) Given the product [CH2:1]([O:3][C:4]([C:6]1[N:7]([CH2:19][C:20]([C:22]2[CH:23]=[N:24][N:25]([C:27]([CH3:30])([CH3:29])[CH3:28])[CH:26]=2)=[O:21])[CH:8]=[C:9]([CH3:11])[CH:10]=1)=[O:5])[CH3:2], predict the reactants needed to synthesize it. The reactants are: [CH2:1]([O:3][C:4]([C:6]1[NH:7][CH:8]=[C:9]([CH3:11])[CH:10]=1)=[O:5])[CH3:2].[K].CC(C)([O-])C.Br[CH2:19][C:20]([C:22]1[CH:23]=[N:24][N:25]([C:27]([CH3:30])([CH3:29])[CH3:28])[CH:26]=1)=[O:21]. (2) Given the product [CH2:24]([C:25]1[C:33]([F:34])=[C:32]([S:35]([CH3:38])(=[O:37])=[O:36])[CH:31]=[CH:30][C:26]=1[C:27]([N:5]1[CH2:6][C:7]2[CH:12]=[C:11]([C:13]3[CH:23]=[CH:22][C:16]([C:17]([O:19][CH2:20][CH3:21])=[O:18])=[CH:15][CH:14]=3)[CH:10]=[CH:9][C:8]=2[O:2][CH2:3][CH2:4]1)=[O:29])[CH3:39], predict the reactants needed to synthesize it. The reactants are: Cl.[O:2]1[C:8]2[CH:9]=[CH:10][C:11]([C:13]3[CH:23]=[CH:22][C:16]([C:17]([O:19][CH2:20][CH3:21])=[O:18])=[CH:15][CH:14]=3)=[CH:12][C:7]=2[CH2:6][NH:5][CH2:4][CH2:3]1.[CH3:24][C:25]1[C:33]([F:34])=[C:32]([S:35]([CH3:38])(=[O:37])=[O:36])[CH:31]=[CH:30][C:26]=1[C:27]([OH:29])=O.[CH3:39]N(C(ON1N=NC2C=CC=NC1=2)=[N+](C)C)C.F[P-](F)(F)(F)(F)F.CCN(C(C)C)C(C)C. (3) The reactants are: [NH2:1][C@H:2]1[CH2:6][N:5]([C:7]([O:9][C:10]([CH3:13])([CH3:12])[CH3:11])=[O:8])[CH2:4][C@H:3]1[C:14]([O:16][C:17]([CH3:20])([CH3:19])[CH3:18])=[O:15].CCN(C(C)C)C(C)C.[C:30](C1CC(=O)NC1=O)([O:32][CH2:33][C:34]1[CH:39]=[CH:38][CH:37]=[CH:36][CH:35]=1)=[O:31]. Given the product [CH2:33]([O:32][C:30]([NH:1][C@H:2]1[CH2:6][N:5]([C:7]([O:9][C:10]([CH3:13])([CH3:12])[CH3:11])=[O:8])[CH2:4][C@H:3]1[C:14]([O:16][C:17]([CH3:20])([CH3:19])[CH3:18])=[O:15])=[O:31])[C:34]1[CH:39]=[CH:38][CH:37]=[CH:36][CH:35]=1, predict the reactants needed to synthesize it. (4) Given the product [NH2:37][C:34]1[S:35][CH:36]=[C:32]([CH2:31][N:19]2[C:18](=[O:23])/[C:17](=[CH:16]/[C:12]3[CH:11]=[C:10]4[C:15](=[CH:14][CH:13]=3)[N:7]([CH2:6][C:5]3[CH:24]=[CH:25][C:2]([Cl:1])=[CH:3][C:4]=3[C:26]([F:27])([F:29])[F:28])[N:8]=[CH:9]4)/[S:21][C:20]2=[O:22])[N:33]=1, predict the reactants needed to synthesize it. The reactants are: [Cl:1][C:2]1[CH:25]=[CH:24][C:5]([CH2:6][N:7]2[C:15]3[C:10](=[CH:11][C:12](/[CH:16]=[C:17]4/[C:18](=[O:23])[NH:19][C:20](=[O:22])[S:21]/4)=[CH:13][CH:14]=3)[CH:9]=[N:8]2)=[C:4]([C:26]([F:29])([F:28])[F:27])[CH:3]=1.Cl[CH2:31][C:32]1[N:33]=[C:34]([NH2:37])[S:35][CH:36]=1. (5) Given the product [C:24]([CH2:23][N:20]1[CH2:21][CH2:22][NH:11][CH2:12][CH2:13][N:14]([CH2:41][C:42]([O:44][C:45]([CH3:48])([CH3:47])[CH3:46])=[O:43])[CH2:15][CH2:16][NH:17][CH2:18][CH2:19]1)([O:26][C:27]([CH3:28])([CH3:30])[CH3:29])=[O:25], predict the reactants needed to synthesize it. The reactants are: C(OC([N:11]1[CH2:22][CH2:21][N:20]([CH2:23][C:24]([O:26][C:27]([CH3:30])([CH3:29])[CH3:28])=[O:25])[CH2:19][CH2:18][N:17](C(OCC2C=CC=CC=2)=O)[CH2:16][CH2:15][N:14]([CH2:41][C:42]([O:44][C:45]([CH3:48])([CH3:47])[CH3:46])=[O:43])[CH2:13][CH2:12]1)=O)C1C=CC=CC=1. (6) Given the product [NH:18]1[C:23](=[O:33])[CH2:22][CH2:37][C@H:35]1[C:34]([N:1]1[CH2:15][CH2:14][CH2:13][C@H:2]1[C:3]([O:5][CH2:6][C:7]1[CH:8]=[CH:9][CH:10]=[CH:11][CH:12]=1)=[O:4])=[O:39], predict the reactants needed to synthesize it. The reactants are: [NH:1]1[CH2:15][CH2:14][CH2:13][C@H:2]1[C:3]([O:5][CH2:6][C:7]1[CH:12]=[CH:11][CH:10]=[CH:9][CH:8]=1)=[O:4].Cl.C[N:18]1[CH2:23][CH2:22]OCC1.C1C=CC2N([OH:33])N=NC=2C=1.[C:34]([OH:39])(=O)[C:35]([CH3:37])=O.C1CCC(N=C=NC2CCCCC2)CC1. (7) Given the product [C:5]([O:24][C:1](=[O:3])[CH3:2])(=[O:23])[CH2:6][CH2:7][CH2:8][CH2:9][CH2:10][CH2:11][CH2:12][CH2:13][CH2:14][CH2:15][CH2:16][CH2:17][CH2:18][CH2:19][CH2:20][CH2:21][CH3:22], predict the reactants needed to synthesize it. The reactants are: [C:1](Cl)(=[O:3])[CH3:2].[C:5]([O-:24])(=[O:23])[CH2:6][CH2:7][CH2:8][CH2:9][CH2:10][CH2:11][CH2:12][CH2:13][CH2:14][CH2:15][CH2:16][CH2:17][CH2:18][CH2:19][CH2:20][CH2:21][CH3:22].[Na+].